From a dataset of Full USPTO retrosynthesis dataset with 1.9M reactions from patents (1976-2016). Predict the reactants needed to synthesize the given product. (1) The reactants are: [CH3:1][C:2]1[CH:8]=[CH:7][CH:6]=[CH:5][C:3]=1[NH2:4].[C:9]([OH:14])(=[O:13])[C:10]([CH3:12])=O.[CH:15](=O)[C:16]1[CH:21]=[CH:20][CH:19]=[CH:18][CH:17]=1. Given the product [CH3:1][C:2]1[CH:8]=[CH:7][CH:6]=[C:5]2[C:3]=1[N:4]=[C:15]([C:16]1[CH:21]=[CH:20][CH:19]=[CH:18][CH:17]=1)[CH:12]=[C:10]2[C:9]([OH:14])=[O:13], predict the reactants needed to synthesize it. (2) Given the product [F:18][C:19]([F:42])([F:43])[CH2:20][NH:21][C:22]([C:24]1([CH2:37][CH2:38][CH2:39][CH2:40][N:4]2[CH2:3][CH2:2][N:1]([C:7]3[CH:8]=[CH:9][C:10]([C:11]([O:13][CH2:14][CH3:15])=[O:12])=[CH:16][CH:17]=3)[CH2:6][CH2:5]2)[C:36]2[CH:35]=[CH:34][CH:33]=[CH:32][C:31]=2[C:30]2[C:25]1=[CH:26][CH:27]=[CH:28][CH:29]=2)=[O:23], predict the reactants needed to synthesize it. The reactants are: [N:1]1([C:7]2[CH:17]=[CH:16][C:10]([C:11]([O:13][CH2:14][CH3:15])=[O:12])=[CH:9][CH:8]=2)[CH2:6][CH2:5][NH:4][CH2:3][CH2:2]1.[F:18][C:19]([F:43])([F:42])[CH2:20][NH:21][C:22]([C:24]1([CH2:37][CH2:38][CH2:39][CH2:40]Br)[C:36]2[CH:35]=[CH:34][CH:33]=[CH:32][C:31]=2[C:30]2[C:25]1=[CH:26][CH:27]=[CH:28][CH:29]=2)=[O:23].